Predict the reactants needed to synthesize the given product. From a dataset of Full USPTO retrosynthesis dataset with 1.9M reactions from patents (1976-2016). (1) Given the product [CH:1]1([C:4]2[C:5]3[N:6]([C:20]([C:29]#[C:28][Si:25]([CH3:27])([CH3:26])[CH3:24])=[CH:21][N:22]=3)[CH:7]=[C:8]([C:10]3[CH:15]=[CH:14][C:13]([C:16]([F:19])([F:18])[F:17])=[CH:12][CH:11]=3)[CH:9]=2)[CH2:3][CH2:2]1, predict the reactants needed to synthesize it. The reactants are: [CH:1]1([C:4]2[C:5]3[N:6]([C:20](I)=[CH:21][N:22]=3)[CH:7]=[C:8]([C:10]3[CH:15]=[CH:14][C:13]([C:16]([F:19])([F:18])[F:17])=[CH:12][CH:11]=3)[CH:9]=2)[CH2:3][CH2:2]1.[CH3:24][Si:25]([C:28]#[CH:29])([CH3:27])[CH3:26]. (2) Given the product [NH:1]1[C:9]2[C:4](=[CH:5][CH:6]=[CH:7][CH:8]=2)[C:3]([CH2:10][C@H:11]([NH2:28])[CH2:12][O:13][C:14]2[CH:15]=[N:16][CH:17]=[C:18](/[CH:20]=[CH:21]\[C:22]3[CH:23]=[CH:24][N:25]=[CH:26][CH:27]=3)[CH:19]=2)=[CH:2]1, predict the reactants needed to synthesize it. The reactants are: [NH:1]1[C:9]2[C:4](=[CH:5][CH:6]=[CH:7][CH:8]=2)[C:3]([CH2:10][C@H:11]([NH2:28])[CH2:12][O:13][C:14]2[CH:15]=[N:16][CH:17]=[C:18]([C:20]#[C:21][C:22]3[CH:27]=[CH:26][N:25]=[CH:24][CH:23]=3)[CH:19]=2)=[CH:2]1.N1C2C(=CC=CC=2)C=CC=1. (3) Given the product [ClH:28].[F:27][C:24]([F:25])([F:26])[C:15]1[CH:16]=[C:17]([C:20]([F:21])([F:22])[F:23])[CH:18]=[CH:19][C:14]=1[N:11]1[CH2:12][CH2:13][NH:8][CH2:9][CH2:10]1, predict the reactants needed to synthesize it. The reactants are: C(OC([N:8]1[CH2:13][CH2:12][N:11]([C:14]2[CH:19]=[CH:18][C:17]([C:20]([F:23])([F:22])[F:21])=[CH:16][C:15]=2[C:24]([F:27])([F:26])[F:25])[CH2:10][CH2:9]1)=O)(C)(C)C.[ClH:28]. (4) Given the product [ClH:12].[CH3:1][N:2]([CH3:11])[CH:3]1[CH2:6][CH:5]([C:7]([OH:9])=[O:8])[CH2:4]1, predict the reactants needed to synthesize it. The reactants are: [CH3:1][N:2]([CH3:11])[CH:3]1[CH2:6][CH:5]([C:7]([O:9]C)=[O:8])[CH2:4]1.[ClH:12]. (5) Given the product [CH3:18][O:19][C:3]1[CH:12]=[C:11]2[C:6]([C:7]([OH:13])=[N:8][CH:9]=[N:10]2)=[CH:5][C:4]=1[N+:14]([O-:16])=[O:15], predict the reactants needed to synthesize it. The reactants are: [Na].F[C:3]1[CH:12]=[C:11]2[C:6]([C:7]([OH:13])=[N:8][CH:9]=[N:10]2)=[CH:5][C:4]=1[N+:14]([O-:16])=[O:15].Cl.[CH3:18][OH:19].